This data is from Experimentally validated miRNA-target interactions with 360,000+ pairs, plus equal number of negative samples. The task is: Binary Classification. Given a miRNA mature sequence and a target amino acid sequence, predict their likelihood of interaction. (1) The miRNA is hsa-miR-323b-3p with sequence CCCAAUACACGGUCGACCUCUU. The protein sequence of the target gene is MAAVVEVEVGGGAAGERELDEVDMSDLSPEEQWRVEHARMHAKHRGHEAMHAEMVLILIATLVVAQLLLVQWKQRHPRSYNMVTLFQMWVVPLYFTVKLHWWRFLVIWILFSAVTAFVTFRATRKPLVQTTPRLVYKWFLLIYKISYATGIVGYMAVMFTLFGLNLLFKIKPEDAMDFGISLLFYGLYYGVLERDFAEMCADYMASTIGFYSESGMPTKHLSDSVCAVCGQQIFVDVSEEGIIENTYRLSCNHVFHEFCIRGWCIVGKKQTCPYCKEKVDLKRMFSNPWERPHVMYGQLL.... Result: 0 (no interaction). (2) The miRNA is hsa-miR-26a-1-3p with sequence CCUAUUCUUGGUUACUUGCACG. The protein sequence of the target gene is MESLGLHTVTLSDGTTAYVQQAVKGEKLLEGQVIQLEDGTTAYIHQVTVQKEALSFEDGQPVQLEDGSMAYIHRTPREGYDPSTLEAVQLEDGSTAYIHHPVAVPSESTILAVQTEVGLEDLAAEDDEGFSADAVVALEQYASKVLHDSQIPRNGKGQQVGDRAFRCGYKGCGRLYTTAHHLKVHERAHTGDRPYRCDFPSCGKAFATGYGLKSHVRTHTGEKPYKCPEELCSKAFKTSGDLQKHVRTHTGERPFQCPFEGCGRSFTTSNIRKVHVRTHTGERPYTCPEPHCGRGFTSAT.... Result: 0 (no interaction).